The task is: Predict the reaction yield, written as a fraction of the theoretical maximum amount of product (1.0 means a 100% yield; for example, 0.34 means a 34% yield).. This data is from Reaction yield outcomes from USPTO patents with 853,638 reactions. (1) The reactants are C[O:2][C:3](=[O:20])[CH:4]([C:12]1[CH:17]=[CH:16][C:15]([Cl:18])=[C:14]([Cl:19])[CH:13]=1)[O:5][CH:6]1[CH2:11][CH2:10][O:9][CH2:8][CH2:7]1.[OH-].[K+]. The catalyst is C(O)C.O. The product is [Cl:19][C:14]1[CH:13]=[C:12]([CH:4]([O:5][CH:6]2[CH2:11][CH2:10][O:9][CH2:8][CH2:7]2)[C:3]([OH:20])=[O:2])[CH:17]=[CH:16][C:15]=1[Cl:18]. The yield is 0.950. (2) The reactants are COC1C=CC(P2(SP(C3C=CC(OC)=CC=3)(=S)S2)=[S:10])=CC=1.[CH2:23]([O:30][N:31]1[C:37](=[O:38])[N:36]2[CH2:39][C@H:32]1[CH2:33][CH2:34][C@H:35]2[C:40]([NH:42][NH:43][C:44]([CH:46]1[CH2:51][CH2:50][N:49]([C:52]([O:54][C:55]([CH3:58])([CH3:57])[CH3:56])=[O:53])[CH2:48][CH2:47]1)=O)=O)[C:24]1[CH:29]=[CH:28][CH:27]=[CH:26][CH:25]=1.C([O-])(O)=O.[Na+]. The catalyst is C1COCC1. The product is [CH2:23]([O:30][N:31]1[C:37](=[O:38])[N:36]2[CH2:39][C@H:32]1[CH2:33][CH2:34][C@H:35]2[C:40]1[S:10][C:44]([CH:46]2[CH2:51][CH2:50][N:49]([C:52]([O:54][C:55]([CH3:58])([CH3:57])[CH3:56])=[O:53])[CH2:48][CH2:47]2)=[N:43][N:42]=1)[C:24]1[CH:29]=[CH:28][CH:27]=[CH:26][CH:25]=1. The yield is 0.500. (3) The reactants are Br[C:2]1[CH:11]=[CH:10][C:9]([O:12][CH2:13][CH2:14][CH3:15])=[C:8]2[C:3]=1[CH2:4][CH2:5][CH2:6][CH2:7]2.[Li]CCCC.CN([CH:24]=[O:25])C. The catalyst is C1COCC1.O. The product is [CH2:13]([O:12][C:9]1[C:8]2[CH2:7][CH2:6][CH2:5][CH2:4][C:3]=2[C:2]([CH:24]=[O:25])=[CH:11][CH:10]=1)[CH2:14][CH3:15]. The yield is 0.570.